From a dataset of Full USPTO retrosynthesis dataset with 1.9M reactions from patents (1976-2016). Predict the reactants needed to synthesize the given product. (1) Given the product [CH:1]1([N:6]([CH3:33])[C:7]2[C:8]([CH3:32])=[C:9]([CH:23]=[C:24]([C:26]3[CH2:27][CH2:28][N:29]([CH3:36])[CH2:30][CH:31]=3)[CH:25]=2)[C:10]([NH:12][CH2:13][C:14]2[C:15](=[O:22])[NH:16][C:17]([CH3:21])=[CH:18][C:19]=2[CH3:20])=[O:11])[CH2:2][CH2:3][CH2:4][CH2:5]1, predict the reactants needed to synthesize it. The reactants are: [CH:1]1([N:6]([CH3:33])[C:7]2[C:8]([CH3:32])=[C:9]([CH:23]=[C:24]([C:26]3[CH2:27][CH2:28][NH:29][CH2:30][CH:31]=3)[CH:25]=2)[C:10]([NH:12][CH2:13][C:14]2[C:15](=[O:22])[NH:16][C:17]([CH3:21])=[CH:18][C:19]=2[CH3:20])=[O:11])[CH2:5][CH2:4][CH2:3][CH2:2]1.C=O.[C:36]([BH3-])#N.[Na+]. (2) Given the product [CH2:5]([O:12][C:13]([NH:15][C@H:16]([C:20]([O:22][CH2:23][C:24]1[O:28][C:27]([C:29]([OH:32])=[O:30])=[CH:26][CH:25]=1)=[O:21])[CH:17]([CH3:19])[CH3:18])=[O:14])[C:6]1[CH:7]=[CH:8][CH:9]=[CH:10][CH:11]=1, predict the reactants needed to synthesize it. The reactants are: [O-]Cl=O.[Na+].[CH2:5]([O:12][C:13]([NH:15][C@H:16]([C:20]([O:22][CH2:23][C:24]1[O:28][C:27]([CH:29]=[O:30])=[CH:26][CH:25]=1)=[O:21])[CH:17]([CH3:19])[CH3:18])=[O:14])[C:6]1[CH:11]=[CH:10][CH:9]=[CH:8][CH:7]=1.C([O-])(O)=[O:32].[Na+]. (3) Given the product [OH:1][CH2:2][C:3]1[NH:4][C:5]([C:9]2[CH:17]=[C:13]([CH:12]=[CH:11][C:10]=2[CH3:19])[C:14]([OH:16])=[O:15])=[C:6]([CH3:8])[N:7]=1, predict the reactants needed to synthesize it. The reactants are: [OH:1][CH2:2][C:3]1[NH:4][C:5]([C:9]2[C:10]([CH3:19])=[CH:11][C:12](C)=[C:13]([CH:17]=2)[C:14]([OH:16])=[O:15])=[C:6]([CH3:8])[N:7]=1.CC1C=CC(C(OC)=O)=CC=1B1OC(C)(C)C(C)(C)O1.CC1C=C(C)C(B2OC(C)(C)C(C)(C)O2)=CC=1C(OC)=O. (4) Given the product [F:1][C:2]([F:12])([F:13])[C:3]1[CH:4]=[C:5]([C:9]2([C:10]#[N:11])[CH2:18][CH2:17][CH2:16][CH2:15]2)[CH:6]=[CH:7][CH:8]=1, predict the reactants needed to synthesize it. The reactants are: [F:1][C:2]([F:13])([F:12])[C:3]1[CH:4]=[C:5]([CH2:9][C:10]#[N:11])[CH:6]=[CH:7][CH:8]=1.Br[CH2:15][CH2:16][CH2:17][CH2:18]Br.FC(F)(F)C1C=CC(C2(C#N)CCCC2)=CC=1. (5) Given the product [C:20]([O:24][C:25]([N:5]1[CH2:1][CH:2]=[CH:3][C@H:4]1[C:6]([OH:8])=[O:7])=[O:26])([CH3:23])([CH3:22])[CH3:21], predict the reactants needed to synthesize it. The reactants are: [CH2:1]1[NH:5][C@H:4]([C:6]([OH:8])=[O:7])[CH:3]=[CH:2]1.C(=O)(O)[O-].[Na+].O1CCOCC1.[C:20]([O:24][C:25](O[C:25]([O:24][C:20]([CH3:23])([CH3:22])[CH3:21])=[O:26])=[O:26])([CH3:23])([CH3:22])[CH3:21]. (6) Given the product [CH3:1][C:2]1[C:8]([CH3:9])=[CH:7][C:5]([NH:6][CH2:14][CH2:15][C:16]2[CH:21]=[CH:20][CH:19]=[CH:18][CH:17]=2)=[C:4]([N+:10]([O-:12])=[O:11])[CH:3]=1, predict the reactants needed to synthesize it. The reactants are: [CH3:1][C:2]1[C:8]([CH3:9])=[CH:7][C:5]([NH2:6])=[C:4]([N+:10]([O-:12])=[O:11])[CH:3]=1.Br[CH2:14][CH2:15][C:16]1[CH:21]=[CH:20][CH:19]=[CH:18][CH:17]=1.CCN(C(C)C)C(C)C. (7) Given the product [Br:13][C:14]1[C:15]([NH:20][C:10]([C:3]2[CH:2]=[N:1][N:5]3[CH:6]=[CH:7][CH:8]=[N:9][C:4]=23)=[O:12])=[N:16][N:17]([CH3:19])[CH:18]=1, predict the reactants needed to synthesize it. The reactants are: [N:1]1[N:5]2[CH:6]=[CH:7][CH:8]=[N:9][C:4]2=[C:3]([C:10]([OH:12])=O)[CH:2]=1.[Br:13][C:14]1[C:15]([NH2:20])=[N:16][N:17]([CH3:19])[CH:18]=1.C(N(CC)C(C)C)(C)C. (8) Given the product [N:11]1[CH:12]=[CH:13][CH:14]=[CH:15][C:10]=1[C:9]1[C:8](=[O:16])[C:3]2[C:2](=[CH:7][CH:6]=[CH:5][CH:4]=2)[O:1][CH:17]=1, predict the reactants needed to synthesize it. The reactants are: [OH:1][C:2]1[CH:7]=[CH:6][CH:5]=[CH:4][C:3]=1[C:8](=[O:16])[CH2:9][C:10]1[CH:15]=[CH:14][CH:13]=[CH:12][N:11]=1.[CH3:17]OC(OC)N(C)C.O. (9) Given the product [C:1]([C:8]1[C:7]([NH2:6])=[C:15]([OH:16])[CH:14]=[CH:13][C:9]=1[C:10]([OH:12])=[O:11])([O:4][C:9]([CH3:13])([CH3:10])[CH3:8])=[O:3], predict the reactants needed to synthesize it. The reactants are: [C:1]([O-:4])([OH:3])=O.[Na+].[NH2:6][C:7]1[CH:8]=[C:9]([CH:13]=[CH:14][C:15]=1[OH:16])[C:10]([OH:12])=[O:11]. (10) Given the product [C:1]([O:5][C:6]([N:8]1[CH2:13][CH2:12][CH:11]([N:14]([C:15]2[CH:20]=[CH:19][C:18]([F:21])=[C:17]([F:22])[CH:16]=2)[CH2:38][C:37]2[CH:40]=[CH:41][CH:42]=[C:35]([C:27]3[CH:28]=[C:29]([O:33][CH3:34])[C:30]([O:31][CH3:32])=[C:25]([O:24][CH3:23])[CH:26]=3)[CH:36]=2)[CH2:10][CH2:9]1)=[O:7])([CH3:4])([CH3:2])[CH3:3], predict the reactants needed to synthesize it. The reactants are: [C:1]([O:5][C:6]([N:8]1[CH2:13][CH2:12][CH:11]([NH:14][C:15]2[CH:20]=[CH:19][C:18]([F:21])=[C:17]([F:22])[CH:16]=2)[CH2:10][CH2:9]1)=[O:7])([CH3:4])([CH3:3])[CH3:2].[CH3:23][O:24][C:25]1[CH:26]=[C:27]([C:35]2[CH:36]=[C:37]([CH:40]=[CH:41][CH:42]=2)[CH2:38]Cl)[CH:28]=[C:29]([O:33][CH3:34])[C:30]=1[O:31][CH3:32].